From a dataset of Forward reaction prediction with 1.9M reactions from USPTO patents (1976-2016). Predict the product of the given reaction. (1) Given the reactants C1(=O)NC(=O)C2=CC=CC=C12.O.NN.[CH3:15][O:16][CH2:17][C@@H:18]([NH2:20])[CH3:19].[C:21]([O:25][C:26]([NH:28][C@H:29]([C:33]1[CH:38]=[CH:37][CH:36]=[CH:35][CH:34]=1)[C:30](O)=[O:31])=[O:27])([CH3:24])([CH3:23])[CH3:22].CN1CCOCC1, predict the reaction product. The product is: [C:21]([O:25][C:26](=[O:27])[NH:28][C@@H:29]([C:30](=[O:31])[NH:20][C@@H:18]([CH3:19])[CH2:17][O:16][CH3:15])[C:33]1[CH:38]=[CH:37][CH:36]=[CH:35][CH:34]=1)([CH3:24])([CH3:22])[CH3:23]. (2) Given the reactants [OH:1][N:2]1[C:6](=[O:7])[C:5]2=[CH:8][CH:9]=[CH:10][CH:11]=[C:4]2[C:3]1=[O:12].CCN(CC)CC.[F:20][C:21]([F:35])([F:34])[C:22]1[CH:29]=[C:28]([C:30]([F:33])([F:32])[F:31])[CH:27]=[CH:26][C:23]=1[CH2:24]Br.CO, predict the reaction product. The product is: [F:20][C:21]([F:34])([F:35])[C:22]1[CH:29]=[C:28]([C:30]([F:33])([F:31])[F:32])[CH:27]=[CH:26][C:23]=1[CH2:24][O:1][N:2]1[C:3](=[O:12])[C:4]2=[CH:11][CH:10]=[CH:9][CH:8]=[C:5]2[C:6]1=[O:7]. (3) Given the reactants [Cl:1][C:2]1[CH:3]=[C:4]([CH2:10][OH:11])[CH:5]=[CH:6][C:7]=1SC.[C:12](=O)(O)[O-].[Na+].CC(C)=O.O[O:22][S:23]([O-:25])=O.[K+], predict the reaction product. The product is: [Cl:1][C:2]1[CH:3]=[C:4]([CH2:10][OH:11])[CH:5]=[CH:6][C:7]=1[S:23]([CH3:12])(=[O:25])=[O:22]. (4) Given the reactants [Br:1][C:2]1[N:7]=[CH:6][C:5]([OH:8])=[CH:4][CH:3]=1.[C:9]([O:13][C:14](=[O:19])[NH:15][CH2:16][CH2:17]Br)([CH3:12])([CH3:11])[CH3:10].C(=O)([O-])[O-].[Cs+].[Cs+].CN(C)C=O, predict the reaction product. The product is: [Br:1][C:2]1[N:7]=[CH:6][C:5]([O:8][CH2:17][CH2:16][NH:15][C:14](=[O:19])[O:13][C:9]([CH3:12])([CH3:11])[CH3:10])=[CH:4][CH:3]=1. (5) Given the reactants [C:1]([O:5][C:6](=[O:18])[NH:7][C:8]1[CH:13]=[CH:12][C:11](I)=[CH:10][C:9]=1[N+:15]([O-:17])=[O:16])([CH3:4])([CH3:3])[CH3:2].B1(B2OC(C)(C)C(C)(C)O2)OC(C)(C)C(C)(C)O1.Br[C:38]1[CH:39]=[N:40][CH:41]=[CH:42][CH:43]=1, predict the reaction product. The product is: [C:1]([O:5][C:6](=[O:18])[NH:7][C:8]1[CH:13]=[CH:12][C:11]([C:38]2[CH:39]=[N:40][CH:41]=[CH:42][CH:43]=2)=[CH:10][C:9]=1[N+:15]([O-:17])=[O:16])([CH3:4])([CH3:3])[CH3:2]. (6) The product is: [CH3:12][N:7]1[CH2:8][CH2:9][N:4]([CH2:3][CH2:2][OH:1])[CH2:5][CH2:6]1. Given the reactants [OH:1][CH2:2][CH2:3][N:4]1[CH2:9][CH2:8][NH:7][CH2:6][CH2:5]1.C=O.[C:12]([BH3-])#N.[Na+].O, predict the reaction product. (7) Given the reactants [CH3:1][O:2][C:3]1[CH:4]=[C:5]2[CH2:14][CH:13]([CH2:15][CH:16]3[CH2:21][CH2:20][N:19]([CH2:22][C:23]4[CH:24]=[CH:25][CH:26]=[CH:27][CH:28]=4)[CH2:18][CH2:17]3)[C:11](=[O:12])[C:6]2=[CH:7][C:8]=1[O:9][CH3:10].[C:29]([OH:36])(=[O:35])/[CH:30]=[CH:31]/[C:32]([OH:34])=[O:33].C, predict the reaction product. The product is: [CH3:1][O:2][C:3]1[CH:4]=[C:5]2[CH2:14][CH:13]([CH2:15][CH:16]3[CH2:17][CH2:18][N:19]([CH2:22][C:23]4[CH:28]=[CH:27][CH:26]=[CH:25][CH:24]=4)[CH2:20][CH2:21]3)[C:11](=[O:12])[C:6]2=[CH:7][C:8]=1[O:9][CH3:10].[C:29]([O-:36])(=[O:35])/[CH:30]=[CH:31]/[C:32]([O-:34])=[O:33].